This data is from Forward reaction prediction with 1.9M reactions from USPTO patents (1976-2016). The task is: Predict the product of the given reaction. (1) Given the reactants B.C1COCC1.B(F)(F)F.CCOCC.[F:16][C:17]1[CH:41]=[CH:40][C:20]([CH2:21][C@H:22]2[C:26](=O)[N:25]([C:28]([O:30][C:31]([CH3:34])([CH3:33])[CH3:32])=[O:29])[C@H:24]([C:35]([O:37]CC)=[O:36])[CH2:23]2)=[CH:19][CH:18]=1.[Cl-].[NH4+].[OH-].[Li+], predict the reaction product. The product is: [C:31]([O:30][C:28]([N:25]1[CH2:26][C@H:22]([CH2:21][C:20]2[CH:40]=[CH:41][C:17]([F:16])=[CH:18][CH:19]=2)[CH2:23][C@H:24]1[C:35]([OH:37])=[O:36])=[O:29])([CH3:34])([CH3:32])[CH3:33]. (2) The product is: [OH:8][C:9]1[CH:14]=[C:13]([C:15]2[S:19][CH:18]=[N:17][CH:16]=2)[CH:12]=[CH:11][C:10]=1[N:20]1[S:24](=[O:26])(=[O:25])[NH:23][C:22](=[O:27])[CH2:21]1. Given the reactants C([O:8][C:9]1[CH:14]=[C:13]([C:15]2[S:19][CH:18]=[N:17][CH:16]=2)[CH:12]=[CH:11][C:10]=1[N:20]1[S:24](=[O:26])(=[O:25])[NH:23][C:22](=[O:27])[CH2:21]1)C1C=CC=CC=1, predict the reaction product. (3) Given the reactants [Cl:1][C:2]1[N:3]=[C:4]([N:19]2[CH2:24][CH2:23][O:22][CH2:21][CH2:20]2)[C:5]2[S:10][C:9]([CH2:11][N:12]3[CH2:17][CH2:16][NH:15][CH2:14][CH2:13]3)=[C:8]([CH3:18])[C:6]=2[N:7]=1.C(N(CC)CC)C.[CH:32]([S:35](Cl)(=[O:37])=[O:36])([CH3:34])[CH3:33], predict the reaction product. The product is: [Cl:1][C:2]1[N:3]=[C:4]([N:19]2[CH2:24][CH2:23][O:22][CH2:21][CH2:20]2)[C:5]2[S:10][C:9]([CH2:11][N:12]3[CH2:17][CH2:16][N:15]([S:35]([CH:32]([CH3:34])[CH3:33])(=[O:37])=[O:36])[CH2:14][CH2:13]3)=[C:8]([CH3:18])[C:6]=2[N:7]=1. (4) Given the reactants [Li]CCCC.C(NC(C)C)(C)C.[Cl:13][C:14]1[CH:19]=[CH:18][CH:17]=[C:16]([Cl:20])[N:15]=1.CN([CH:24]=[O:25])C.[NH4+].[Cl-], predict the reaction product. The product is: [Cl:13][C:14]1[C:19]([CH:24]=[O:25])=[CH:18][CH:17]=[C:16]([Cl:20])[N:15]=1. (5) Given the reactants [C:1]([NH:8][C@@H:9]([C:17]([OH:19])=O)[CH2:10][C:11]1[CH:16]=[CH:15][CH:14]=[CH:13][N:12]=1)([O:3][C:4]([CH3:7])([CH3:6])[CH3:5])=[O:2].[CH3:20][N:21]1[CH2:26][CH2:25][CH:24]([N:27]2[CH2:32][CH2:31][NH:30][CH2:29][CH2:28]2)[CH2:23][CH2:22]1, predict the reaction product. The product is: [C:1]([NH:8][C@@H:9]([C:17]([N:30]1[CH2:29][CH2:28][N:27]([CH:24]2[CH2:25][CH2:26][N:21]([CH3:20])[CH2:22][CH2:23]2)[CH2:32][CH2:31]1)=[O:19])[CH2:10][C:11]1[CH:16]=[CH:15][CH:14]=[CH:13][N:12]=1)([O:3][C:4]([CH3:5])([CH3:6])[CH3:7])=[O:2].